This data is from Full USPTO retrosynthesis dataset with 1.9M reactions from patents (1976-2016). The task is: Predict the reactants needed to synthesize the given product. (1) Given the product [C:1]([O:5][C:6](=[O:30])[NH:7][CH2:8][C:9]1[C:10]([CH2:26][CH:27]([CH3:28])[CH3:29])=[N:11][C:12]([CH3:25])=[C:13]([CH2:22][C:23]([NH2:24])=[O:31])[C:14]=1[C:15]1[CH:16]=[CH:17][C:18]([CH3:21])=[CH:19][CH:20]=1)([CH3:4])([CH3:3])[CH3:2], predict the reactants needed to synthesize it. The reactants are: [C:1]([O:5][C:6](=[O:30])[NH:7][CH2:8][C:9]1[C:10]([CH2:26][CH:27]([CH3:29])[CH3:28])=[N:11][C:12]([CH3:25])=[C:13]([CH2:22][C:23]#[N:24])[C:14]=1[C:15]1[CH:20]=[CH:19][C:18]([CH3:21])=[CH:17][CH:16]=1)([CH3:4])([CH3:3])[CH3:2].[OH-:31].[Na+].Cl. (2) Given the product [NH:45]1[C:46]2[CH:51]=[CH:50][CH:49]=[C:48]([N:29]([CH3:33])[C:61](=[O:63])[C@@H:60]([NH:59][C:57]([NH:92][S:89]([C:84]3[CH:85]=[CH:86][CH:87]=[CH:88][C:83]=3[CH3:82])(=[O:90])=[O:91])=[O:58])[CH2:64][C:65]3[CH:66]=[CH:67][CH:68]=[CH:69][CH:70]=3)[C:47]=2[N:75]=[CH:74]1, predict the reactants needed to synthesize it. The reactants are: C[C@@H]([C@@H]1[C@@]2(C)[C@@H](O)C[C@@H]3[C@@]4(C)CC[C@@H](OC(C[N:29]([CH2:33]CCl)CCCl)=O)C[C@H]4C[C@@H](O)[C@H]3[C@@H]2CC1)CCC(O)=O.O=P(Cl)(Cl)Cl.[NH2:45][C:46]1[CH:51]=[CH:50][CH:49]=[CH:48][CH:47]=1.C(O[C:57]([NH:59][C@@H:60]([CH2:64][C:65]1[CH:70]=[C:69](F)[CH:68]=[C:67](F)[CH:66]=1)[C:61]([OH:63])=O)=[O:58])(C)(C)C.C[CH2:74][N:75](C(C)C)C(C)C.[CH3:82][C:83]1[CH:88]=[CH:87][CH:86]=[CH:85][C:84]=1[S:89]([N:92]=C=O)(=[O:91])=[O:90].